This data is from Reaction yield outcomes from USPTO patents with 853,638 reactions. The task is: Predict the reaction yield, written as a fraction of the theoretical maximum amount of product (1.0 means a 100% yield; for example, 0.34 means a 34% yield). (1) The reactants are [N:1]1[CH:6]=[CH:5][CH:4]=[CH:3][C:2]=1[C:7]#[C:8][CH2:9][CH2:10][C:11]1[O:12][C:13]2[C:14](=[C:16]([OH:20])[CH:17]=[CH:18][CH:19]=2)[N:15]=1.CI.[C:23]([O-])([O-])=O.[K+].[K+]. The catalyst is CN(C=O)C.C(Cl)Cl. The product is [CH3:23][O:20][C:16]1[C:14]2[N:15]=[C:11]([CH2:10][CH2:9][C:8]#[C:7][C:2]3[CH:3]=[CH:4][CH:5]=[CH:6][N:1]=3)[O:12][C:13]=2[CH:19]=[CH:18][CH:17]=1. The yield is 0.470. (2) The reactants are [CH2:1]([CH:3]([CH2:34][CH3:35])[CH:4]([NH:16][C:17]1[CH:22]=[CH:21][C:20]([C:23]([N:25]([CH3:33])[CH2:26][CH2:27][C:28]([O:30]CC)=[O:29])=[O:24])=[CH:19][CH:18]=1)[C:5]1[O:6][C:7]2[CH:14]=[CH:13][C:12]([F:15])=[CH:11][C:8]=2[C:9]=1[CH3:10])[CH3:2].[OH-].[Na+]. The catalyst is CCCCCC.C(O)C.C(O)C.O1CCCC1. The product is [CH2:34]([CH:3]([CH2:1][CH3:2])[CH:4]([NH:16][C:17]1[CH:22]=[CH:21][C:20]([C:23]([N:25]([CH3:33])[CH2:26][CH2:27][C:28]([OH:30])=[O:29])=[O:24])=[CH:19][CH:18]=1)[C:5]1[O:6][C:7]2[CH:14]=[CH:13][C:12]([F:15])=[CH:11][C:8]=2[C:9]=1[CH3:10])[CH3:35]. The yield is 0.860. (3) The reactants are [C:1]([O:5][C:6]([N:8]1[CH2:13][CH2:12][N:11]([S:14]([C:17]2[C:22]([Cl:23])=[CH:21][CH:20]=[C:19]([N+:24]([O-])=O)[C:18]=2[OH:27])(=[O:16])=[O:15])[CH2:10][CH2:9]1)=[O:7])([CH3:4])([CH3:3])[CH3:2].[H][H]. The catalyst is [Pd]. The product is [C:1]([O:5][C:6]([N:8]1[CH2:13][CH2:12][N:11]([S:14]([C:17]2[C:18]([OH:27])=[C:19]([CH:20]=[CH:21][C:22]=2[Cl:23])[NH2:24])(=[O:15])=[O:16])[CH2:10][CH2:9]1)=[O:7])([CH3:4])([CH3:2])[CH3:3]. The yield is 0.930. (4) The reactants are [C:1]([O:5][C:6]([C:8]1[C:13]([NH2:14])=[CH:12][CH:11]=[C:10]([CH3:15])[N+:9]=1[O-])=[O:7])([CH3:4])([CH3:3])[CH3:2].[N+:17]([C:20]1[CH:28]=[CH:27][C:23]([C:24](Cl)=[O:25])=[CH:22][CH:21]=1)([O-:19])=[O:18].C(N(CC)CC)C.[Cl:36]C(Cl)(OC(=O)OC(Cl)(Cl)Cl)Cl.O.C(=O)(O)[O-].[Na+]. The catalyst is C(Cl)(Cl)Cl. The product is [C:1]([O:5][C:6]([C:8]1([C:24](=[O:25])[C:23]2[CH:22]=[CH:21][C:20]([N+:17]([O-:19])=[O:18])=[CH:28][CH:27]=2)[C:13]([NH2:14])=[CH:12][CH:11]=[C:10]([CH2:15][Cl:36])[NH:9]1)=[O:7])([CH3:4])([CH3:3])[CH3:2]. The yield is 0.640. (5) The reactants are [CH3:1][CH:2]1[CH2:6][CH2:5][CH2:4][N:3]1[CH2:7][CH2:8][CH2:9][O:10][C:11]1[CH:16]=[CH:15][C:14]([C:17]2[S:18][C:19]3[CH2:25][CH2:24][CH:23]([NH2:26])[CH2:22][C:20]=3[N:21]=2)=[CH:13][CH:12]=1.C(N(CC)CC)C.[C:34](Cl)(=[O:36])[CH3:35]. The catalyst is ClCCl. The product is [CH3:1][CH:2]1[CH2:6][CH2:5][CH2:4][N:3]1[CH2:7][CH2:8][CH2:9][O:10][C:11]1[CH:16]=[CH:15][C:14]([C:17]2[S:18][C:19]3[CH2:25][CH2:24][CH:23]([NH:26][C:34](=[O:36])[CH3:35])[CH2:22][C:20]=3[N:21]=2)=[CH:13][CH:12]=1. The yield is 0.650. (6) The reactants are [NH2:1][C:2]1[C:3]([C:19]([NH2:21])=[O:20])=[CH:4][C:5]2[C:13]3[C:8](=[CH:9][CH:10]=[CH:11][CH:12]=3)[N:7]([CH2:14][C:15]([CH3:17])=[CH2:16])[C:6]=2[N:18]=1.[H][H]. The catalyst is C(O)C.[Pd]. The product is [NH2:1][C:2]1[C:3]([C:19]([NH2:21])=[O:20])=[CH:4][C:5]2[C:13]3[C:8](=[CH:9][CH:10]=[CH:11][CH:12]=3)[N:7]([CH2:14][CH:15]([CH3:17])[CH3:16])[C:6]=2[N:18]=1. The yield is 0.650.